Task: Regression. Given a peptide amino acid sequence and an MHC pseudo amino acid sequence, predict their binding affinity value. This is MHC class I binding data.. Dataset: Peptide-MHC class I binding affinity with 185,985 pairs from IEDB/IMGT (1) The peptide sequence is ALMEVTHVL. The MHC is HLA-A02:12 with pseudo-sequence HLA-A02:12. The binding affinity (normalized) is 0.936. (2) The peptide sequence is PSEVSPIAQ. The MHC is HLA-B27:05 with pseudo-sequence HLA-B27:05. The binding affinity (normalized) is 0.0847. (3) The peptide sequence is ALHQVFGAIY. The MHC is HLA-B15:01 with pseudo-sequence HLA-B15:01. The binding affinity (normalized) is 0.863.